This data is from TCR-epitope binding with 47,182 pairs between 192 epitopes and 23,139 TCRs. The task is: Binary Classification. Given a T-cell receptor sequence (or CDR3 region) and an epitope sequence, predict whether binding occurs between them. (1) Result: 1 (the TCR binds to the epitope). The epitope is IVDTVSALV. The TCR CDR3 sequence is CASSSPLVADYNTGELFF. (2) The epitope is PKYVKQNTLKLAT. The TCR CDR3 sequence is CASSVGPGTANTGELFF. Result: 1 (the TCR binds to the epitope). (3) The epitope is GILGFVFTL. The TCR CDR3 sequence is CASSEQSNQPQHF. Result: 1 (the TCR binds to the epitope). (4) The epitope is EILDITPCSF. Result: 0 (the TCR does not bind to the epitope). The TCR CDR3 sequence is CASSQVSGLAGGQNTGELFF. (5) The epitope is TPQDLNTML. The TCR CDR3 sequence is CASSLNRGTDTQYF. Result: 1 (the TCR binds to the epitope). (6) The epitope is LPAADLDDF. The TCR CDR3 sequence is CASPPAGDITGETQYF. Result: 0 (the TCR does not bind to the epitope). (7) The epitope is KLWAQCVQL. The TCR CDR3 sequence is CASSQDLATGGPEAFF. Result: 0 (the TCR does not bind to the epitope). (8) The epitope is QECVRGTTVL. The TCR CDR3 sequence is CASSYSTDSSYEQYF. Result: 1 (the TCR binds to the epitope). (9) The epitope is RQLLFVVEV. The TCR CDR3 sequence is CASSQEGTYEQYF. Result: 1 (the TCR binds to the epitope).